The task is: Predict the product of the given reaction.. This data is from Forward reaction prediction with 1.9M reactions from USPTO patents (1976-2016). (1) The product is: [CH2:11]([O:18][C:19]([N:21]1[CH2:25][CH:24]([CH:26]=[O:27])[C@H:23]([NH:28][C:29]([O:31][C:32]([CH3:35])([CH3:34])[CH3:33])=[O:30])[CH2:22]1)=[O:20])[C:12]1[CH:13]=[CH:14][CH:15]=[CH:16][CH:17]=1. Given the reactants CS(C)=O.C(Cl)(=O)C(Cl)=O.[CH2:11]([O:18][C:19]([N:21]1[CH2:25][C@H:24]([CH2:26][OH:27])[C@H:23]([NH:28][C:29]([O:31][C:32]([CH3:35])([CH3:34])[CH3:33])=[O:30])[CH2:22]1)=[O:20])[C:12]1[CH:17]=[CH:16][CH:15]=[CH:14][CH:13]=1.C(O)(=O)CC(CC(O)=O)(C(O)=O)O, predict the reaction product. (2) Given the reactants [CH3:1][C:2]([O:5][C:6]([NH:8][C:9]([CH3:14])([C:11]([OH:13])=O)[CH3:10])=[O:7])([CH3:4])[CH3:3].C(N(C(C)C)C(C)C)C.F[P-](F)(F)(F)(F)F.CN(C(ON1C2=NC=CC=C2N=N1)=[N+](C)C)C.[CH3:48][C:49]1[CH:54]=[CH:53][CH:52]=[C:51]([CH3:55])[C:50]=1[O:56][C:57]1[N:62]=[CH:61][C:60]([NH2:63])=[CH:59][CH:58]=1, predict the reaction product. The product is: [CH3:48][C:49]1[CH:54]=[CH:53][CH:52]=[C:51]([CH3:55])[C:50]=1[O:56][C:57]1[N:62]=[CH:61][C:60]([NH:63][C:11](=[O:13])[C:9]([NH:8][C:6](=[O:7])[O:5][C:2]([CH3:1])([CH3:3])[CH3:4])([CH3:10])[CH3:14])=[CH:59][CH:58]=1. (3) Given the reactants Cl[C:2]1[CH:3]=[C:4]([CH2:8][CH2:9][CH2:10][N:11]([C@H:25]2[CH2:30][CH2:29][C@H:28]([CH3:31])[CH2:27][CH2:26]2)[C:12](=[O:24])[NH:13][C:14]2[S:15][C:16]([S:19][CH2:20][C:21]([OH:23])=[O:22])=[CH:17][N:18]=2)[CH:5]=[CH:6][CH:7]=1.[CH3:32][O:33]C1C=C(CCC(O)=O)C=CC=1.C(OC(=O)CSC1SC(N)=NC=1)C, predict the reaction product. The product is: [CH3:32][O:33][C:2]1[CH:3]=[C:4]([CH2:8][CH2:9][CH2:10][N:11]([CH:25]2[CH2:30][CH2:29][CH:28]([CH3:31])[CH2:27][CH2:26]2)[C:12](=[O:24])[NH:13][C:14]2[S:15][C:16]([S:19][CH2:20][C:21]([OH:23])=[O:22])=[CH:17][N:18]=2)[CH:5]=[CH:6][CH:7]=1. (4) Given the reactants [F:1][C:2]([F:7])([F:6])[C:3]([OH:5])=[O:4].[NH2:8][C@@H:9]1[CH2:13][CH2:12][N:11]([C:14]2[N:22]=[C:21]3[C:17]([N:18]=[CH:19][N:20]3[C@@H:23]3[CH2:27][C@H:26]([NH:28][C:29](=[O:32])[CH2:30][CH3:31])[C@@H:25]([OH:33])[C@H:24]3[OH:34])=[C:16]([NH:35][CH2:36][CH:37]([C:46]3[CH:51]=[CH:50][C:49]([O:52]C)=[CH:48][CH:47]=3)[C:38]3[CH:43]=[CH:42][C:41]([O:44]C)=[CH:40][CH:39]=3)[N:15]=2)[CH2:10]1.OC1C=CC(C(C2C=CC(O)=CC=2)CNC2N=C(Cl)N=C3C=2N=CN3[C@@H]2C[C@H](NC(=O)CC)[C@@H](O)[C@H]2O)=CC=1, predict the reaction product. The product is: [F:1][C:2]([F:7])([F:6])[C:3]([OH:5])=[O:4].[NH2:8][C@@H:9]1[CH2:13][CH2:12][N:11]([C:14]2[N:22]=[C:21]3[C:17]([N:18]=[CH:19][N:20]3[C@@H:23]3[CH2:27][C@H:26]([NH:28][C:29](=[O:32])[CH2:30][CH3:31])[C@@H:25]([OH:33])[C@H:24]3[OH:34])=[C:16]([NH:35][CH2:36][CH:37]([C:38]3[CH:43]=[CH:42][C:41]([OH:44])=[CH:40][CH:39]=3)[C:46]3[CH:51]=[CH:50][C:49]([OH:52])=[CH:48][CH:47]=3)[N:15]=2)[CH2:10]1. (5) Given the reactants [Cl:1][C:2]1[CH:3]=[C:4]([NH:16][C:17]2[C:26]3[C:21](=[CH:22][C:23]([O:38][CH2:39][CH3:40])=[C:24]([NH:27][C:28](=[O:37])/[CH:29]=[CH:30]/[C@H:31]4[CH2:35][CH2:34][CH2:33][N:32]4[CH3:36])[CH:25]=3)[N:20]=[CH:19][C:18]=2[C:41]#[N:42])[CH:5]=[CH:6][C:7]=1[O:8][CH2:9][C:10]1[CH:15]=[CH:14][CH:13]=[CH:12][N:11]=1.O.[C:44]1([CH3:54])[CH:49]=[CH:48][C:47]([S:50]([OH:53])(=[O:52])=[O:51])=[CH:46][CH:45]=1, predict the reaction product. The product is: [C:44]1([CH3:54])[CH:45]=[CH:46][C:47]([S:50]([OH:53])(=[O:51])=[O:52])=[CH:48][CH:49]=1.[Cl:1][C:2]1[CH:3]=[C:4]([NH:16][C:17]2[C:26]3[C:21](=[CH:22][C:23]([O:38][CH2:39][CH3:40])=[C:24]([NH:27][C:28](=[O:37])/[CH:29]=[CH:30]/[C@H:31]4[CH2:35][CH2:34][CH2:33][N:32]4[CH3:36])[CH:25]=3)[N:20]=[CH:19][C:18]=2[C:41]#[N:42])[CH:5]=[CH:6][C:7]=1[O:8][CH2:9][C:10]1[CH:15]=[CH:14][CH:13]=[CH:12][N:11]=1. (6) Given the reactants [NH2:1][C:2]1[CH:3]=[CH:4][C:5]([CH3:21])=[C:6]([N:8]2[CH:13]=[CH:12][C:11]([C:14]3[CH:15]=[N:16][CH:17]=[CH:18][CH:19]=3)=[N:10][CH:9]2[NH2:20])[CH:7]=1.Cl.[CH3:23][N:24]1[CH2:29][CH2:28][N:27]([C@@H:30]2[C:38]3[C:33](=[CH:34][C:35]([C:39](Cl)=[O:40])=[CH:36][CH:37]=3)[CH2:32][CH2:31]2)[CH2:26][CH2:25]1.[OH-].[Na+].C(Cl)Cl, predict the reaction product. The product is: [CH3:23][N:24]1[CH2:25][CH2:26][N:27]([C@@H:30]2[C:38]3[C:33](=[CH:34][C:35]([C:39]([NH:1][C:2]4[CH:3]=[CH:4][C:5]([CH3:21])=[C:6]([NH:8][C:9]5[N:10]=[C:11]([C:14]6[CH:15]=[N:16][CH:17]=[CH:18][CH:19]=6)[CH:12]=[CH:13][N:20]=5)[CH:7]=4)=[O:40])=[CH:36][CH:37]=3)[CH2:32][CH2:31]2)[CH2:28][CH2:29]1.